Predict the reactants needed to synthesize the given product. From a dataset of Full USPTO retrosynthesis dataset with 1.9M reactions from patents (1976-2016). (1) Given the product [CH3:10][O:1][C@H:2]1[C@@H:7]([C:8]#[N:9])[CH2:6][CH2:5][O:4][CH2:3]1, predict the reactants needed to synthesize it. The reactants are: [OH:1][C@H:2]1[C@@H:7]([C:8]#[N:9])[CH2:6][CH2:5][O:4][CH2:3]1.[CH2:10]([Li])CCC.COS(C(F)(F)F)(=O)=O. (2) Given the product [OH:22][C:12]1[C:11]([C:23]([F:24])([F:25])[F:26])=[C:10]([CH:15]=[CH:14][C:13]=1[C:16](=[O:21])[CH2:17][CH:18]([CH3:20])[CH3:19])[O:9][CH2:8][C:7]1[CH:6]=[CH:5][C:4]([CH2:3][NH:2][C:35]([C:33]2[N:32]=[CH:31][N:30]([CH3:29])[CH:34]=2)=[O:36])=[CH:28][CH:27]=1, predict the reactants needed to synthesize it. The reactants are: Cl.[NH2:2][CH2:3][C:4]1[CH:28]=[CH:27][C:7]([CH2:8][O:9][C:10]2[CH:15]=[CH:14][C:13]([C:16](=[O:21])[CH2:17][CH:18]([CH3:20])[CH3:19])=[C:12]([OH:22])[C:11]=2[C:23]([F:26])([F:25])[F:24])=[CH:6][CH:5]=1.[CH3:29][N:30]1[CH:34]=[C:33]([C:35](O)=[O:36])[N:32]=[CH:31]1.O.ON1C2C=CC=CC=2N=N1.C(N(CC)CC)C.Cl.CN(C)CCCN=C=NCC. (3) Given the product [CH2:22]([O:21][C:19](=[O:20])[C:18](=[O:24])[CH2:1][C:2]([C:4]1[CH:5]=[CH:6][C:7]([S:10]([CH3:13])(=[O:12])=[O:11])=[CH:8][CH:9]=1)=[O:3])[CH3:23], predict the reactants needed to synthesize it. The reactants are: [CH3:1][C:2]([C:4]1[CH:5]=[CH:6][C:7]([S:10]([CH3:13])(=[O:12])=[O:11])=[CH:8][CH:9]=1)=[O:3].CC[O-].[Na+].[C:18](OCC)(=[O:24])[C:19]([O:21][CH2:22][CH3:23])=[O:20]. (4) Given the product [C:18]([N:17]1[CH:14]2[CH2:13][CH2:12][CH2:11][CH:10]1[CH2:9][NH:8][CH2:16][CH2:15]2)(=[O:21])[CH2:19][CH3:20], predict the reactants needed to synthesize it. The reactants are: C([N:8]1[CH2:16][CH2:15][CH:14]2[N:17]([C:18](=[O:21])[CH2:19][CH3:20])[CH:10]([CH2:11][CH2:12][CH2:13]2)[CH2:9]1)(OC(C)(C)C)=O.FC(F)(F)C(O)=O. (5) Given the product [CH2:1]([N:8]1[CH2:13][CH2:12][CH:11]([NH:14][C:21](=[O:23])[CH3:22])[CH2:10][CH2:9]1)[C:2]1[CH:3]=[CH:4][CH:5]=[CH:6][CH:7]=1, predict the reactants needed to synthesize it. The reactants are: [CH2:1]([N:8]1[CH2:13][CH2:12][CH:11]([NH2:14])[CH2:10][CH2:9]1)[C:2]1[CH:7]=[CH:6][CH:5]=[CH:4][CH:3]=1.N1C=CC=CC=1.[C:21](Cl)(=[O:23])[CH3:22]. (6) Given the product [Cl:1][C:2]1[CH:3]=[C:4]([C:8]2[C:9]([CH2:18][C:19]3[C:28]4[C:23](=[C:24]([F:29])[CH:25]=[CH:26][CH:27]=4)[NH:22][C:21](=[O:30])[CH:20]=3)=[C:10]([C:12]3[S:16][CH:15]=[N:14][C:13]=3[CH3:17])[NH:33][N:32]=2)[CH:5]=[CH:6][CH:7]=1, predict the reactants needed to synthesize it. The reactants are: [Cl:1][C:2]1[CH:3]=[C:4]([C:8](=O)[CH:9]([CH2:18][C:19]2[C:28]3[C:23](=[C:24]([F:29])[CH:25]=[CH:26][CH:27]=3)[NH:22][C:21](=[O:30])[CH:20]=2)[C:10]([C:12]2[S:16][CH:15]=[N:14][C:13]=2[CH3:17])=O)[CH:5]=[CH:6][CH:7]=1.[NH2:32][NH2:33]. (7) Given the product [C:10]([O:13][C:14]([NH:1][C@@H:2]([CH:6]([CH3:8])[CH3:7])[C:3]([OH:5])=[O:4])=[O:15])([CH3:12])([CH3:11])[CH3:9], predict the reactants needed to synthesize it. The reactants are: [NH2:1][C@@H:2]([CH:6]([CH3:8])[CH3:7])[C:3]([OH:5])=[O:4].[CH3:9][C:10]([O:13][C:14](O[C:14]([O:13][C:10]([CH3:12])([CH3:11])[CH3:9])=[O:15])=[O:15])([CH3:12])[CH3:11].[OH-].[Na+]. (8) Given the product [CH3:1][O:2][C:3](=[O:25])[C:4]1[CH:9]=[C:8]([C:10]2[N:11]=[N:12][N:13]([CH3:15])[CH:14]=2)[C:7]([C:20]([F:23])([F:21])[F:22])=[CH:6][C:5]=1[NH2:24], predict the reactants needed to synthesize it. The reactants are: [CH3:1][O:2][C:3](=[O:25])[C:4]1[CH:9]=[C:8]([C:10]2[N:11]=[N:12][N:13]([CH2:15][Si](C)(C)C)[CH:14]=2)[C:7]([C:20]([F:23])([F:22])[F:21])=[CH:6][C:5]=1[NH2:24].CCCC[N+](CCCC)(CCCC)CCCC.[F-]. (9) Given the product [F:36][C:37]([F:42])([F:41])[C:38]([OH:40])=[O:39].[C:1]([C:3]1[CH:4]=[C:5]([C:13]2[O:17][N:16]=[C:15]([C:18]3[CH:27]=[CH:26][CH:25]=[C:24]4[C:19]=3[CH2:20][CH2:21][N:22]([CH2:28][C:29]([OH:31])=[O:30])[CH2:23]4)[N:14]=2)[CH:6]=[CH:7][C:8]=1[O:9][CH:10]([CH3:12])[CH3:11])#[N:2], predict the reactants needed to synthesize it. The reactants are: [C:1]([C:3]1[CH:4]=[C:5]([C:13]2[O:17][N:16]=[C:15]([C:18]3[CH:27]=[CH:26][CH:25]=[C:24]4[C:19]=3[CH2:20][CH2:21][N:22]([CH2:28][C:29]([O:31]C(C)(C)C)=[O:30])[CH2:23]4)[N:14]=2)[CH:6]=[CH:7][C:8]=1[O:9][CH:10]([CH3:12])[CH3:11])#[N:2].[F:36][C:37]([F:42])([F:41])[C:38]([OH:40])=[O:39]. (10) Given the product [C:1]([C:3]1[CH:8]=[CH:7][C:6]([O:9][C:22]2[CH:23]=[CH:24][C:17]([F:16])=[CH:18][C:19]=2[CH:20]=[O:21])=[CH:5][CH:4]=1)#[N:2], predict the reactants needed to synthesize it. The reactants are: [C:1]([C:3]1[CH:8]=[CH:7][C:6]([OH:9])=[CH:5][CH:4]=1)#[N:2].C(=O)([O-])[O-].[K+].[K+].[F:16][C:17]1[C:18](F)=[C:19]([CH:22]=[CH:23][CH:24]=1)[CH:20]=[O:21].O.